From a dataset of Catalyst prediction with 721,799 reactions and 888 catalyst types from USPTO. Predict which catalyst facilitates the given reaction. (1) Reactant: [CH2:1]([O:8][C:9]1[C:10]([F:27])=[C:11]([F:26])[C:12]([NH:18][C:19]2[CH:24]=[CH:23][CH:22]=[CH:21][C:20]=2[Cl:25])=[C:13]([CH:17]=1)[C:14]([OH:16])=[O:15])[C:2]1[CH:7]=[CH:6][CH:5]=[CH:4][CH:3]=1.C(=O)(O)[O-].[K+].[CH2:33](Br)[C:34]1[CH:39]=[CH:38][CH:37]=[CH:36][CH:35]=1.O. Product: [CH2:1]([O:8][C:9]1[C:10]([F:27])=[C:11]([F:26])[C:12]([NH:18][C:19]2[CH:24]=[CH:23][CH:22]=[CH:21][C:20]=2[Cl:25])=[C:13]([CH:17]=1)[C:14]([O:16][CH2:33][C:34]1[CH:39]=[CH:38][CH:37]=[CH:36][CH:35]=1)=[O:15])[C:2]1[CH:3]=[CH:4][CH:5]=[CH:6][CH:7]=1. The catalyst class is: 3. (2) Reactant: [CH3:1][O:2][C:3]([C:5]1[S:6][C:7]([CH:35]2[CH2:40][CH2:39][C:38]([CH3:42])([CH3:41])[CH2:37][CH2:36]2)=[CH:8][C:9]=1[N:10]([C:26]([C@H:28]1[CH2:33][CH2:32][C@H:31]([CH3:34])[CH2:30][CH2:29]1)=[O:27])[C@H:11]1[CH2:16][CH2:15][C@H:14]([N:17]2[CH:21]=[C:20]([Si](C)(C)C)[N:19]=[N:18]2)[CH2:13][CH2:12]1)=[O:4].CCCC[N+](CCCC)(CCCC)CCCC.[F-].O.[Cl-].[NH4+]. Product: [CH3:1][O:2][C:3]([C:5]1[S:6][C:7]([CH:35]2[CH2:36][CH2:37][C:38]([CH3:41])([CH3:42])[CH2:39][CH2:40]2)=[CH:8][C:9]=1[N:10]([C:26]([C@H:28]1[CH2:33][CH2:32][C@H:31]([CH3:34])[CH2:30][CH2:29]1)=[O:27])[C@H:11]1[CH2:12][CH2:13][C@H:14]([N:17]2[CH:21]=[CH:20][N:19]=[N:18]2)[CH2:15][CH2:16]1)=[O:4]. The catalyst class is: 1. (3) Reactant: [NH2:1][C:2]1[C:7]([C:8]([F:11])([F:10])[F:9])=[CH:6][C:5]([Br:12])=[CH:4][C:3]=1[NH:13][C:14]([C:16]1[N:17]=[C:18]([C:22]([CH3:25])([CH3:24])[CH3:23])[O:19][C:20]=1[CH3:21])=O.C1(C)C=CC=CC=1. Product: [Br:12][C:5]1[CH:6]=[C:7]([C:8]([F:11])([F:10])[F:9])[C:2]2[NH:1][C:14]([C:16]3[N:17]=[C:18]([C:22]([CH3:25])([CH3:24])[CH3:23])[O:19][C:20]=3[CH3:21])=[N:13][C:3]=2[CH:4]=1. The catalyst class is: 52. (4) Reactant: C([O:8][C:9]1[C:18]([O:19][CH3:20])=[CH:17][CH:16]=[C:15]2[C:10]=1[CH2:11][CH2:12][NH:13][CH2:14]2)C1C=CC=CC=1. Product: [OH:8][C:9]1[C:18]([O:19][CH3:20])=[CH:17][CH:16]=[C:15]2[C:10]=1[CH2:11][CH2:12][NH:13][CH2:14]2. The catalyst class is: 352. (5) Reactant: [CH3:1][O:2][C:3](=[O:13])[CH:4]([NH2:12])[C:5]1[CH:10]=[CH:9][C:8]([OH:11])=[CH:7][CH:6]=1.Cl[C:15]([O:17][CH2:18][CH:19]1[C:31]2[CH:30]=[CH:29][CH:28]=[CH:27][C:26]=2[C:25]2[C:20]1=[CH:21][CH:22]=[CH:23][CH:24]=2)=[O:16]. The catalyst class is: 4. Product: [CH:30]1[C:31]2[CH:19]([CH2:18][O:17][C:15]([NH:12][C@H:4]([C:5]3[CH:10]=[CH:9][C:8]([OH:11])=[CH:7][CH:6]=3)[C:3]([O:2][CH3:1])=[O:13])=[O:16])[C:20]3[C:25](=[CH:24][CH:23]=[CH:22][CH:21]=3)[C:26]=2[CH:27]=[CH:28][CH:29]=1.